Dataset: Reaction yield outcomes from USPTO patents with 853,638 reactions. Task: Predict the reaction yield, written as a fraction of the theoretical maximum amount of product (1.0 means a 100% yield; for example, 0.34 means a 34% yield). The reactants are [C:1]([N:4]1[CH2:9][CH2:8][CH:7]([CH2:10][CH2:11][C:12]([OH:14])=O)[CH2:6][CH2:5]1)(=[O:3])[CH3:2].[CH2:15]1[C:25]2=[C:26]3[C:21](=[CH:22][CH:23]=[CH:24]2)[CH2:20][CH2:19][C:18](=[O:27])[N:17]3[CH2:16]1.N.C1(C)C(CC#N)=CC=CC=1. The catalyst is O. The product is [C:1]([N:4]1[CH2:5][CH2:6][CH:7]([CH2:10][CH2:11][C:12]([C:23]2[CH:22]=[C:21]3[C:26]4=[C:25]([CH2:15][CH2:16][N:17]4[C:18](=[O:27])[CH2:19][CH2:20]3)[CH:24]=2)=[O:14])[CH2:8][CH2:9]1)(=[O:3])[CH3:2]. The yield is 0.986.